Dataset: Forward reaction prediction with 1.9M reactions from USPTO patents (1976-2016). Task: Predict the product of the given reaction. (1) The product is: [CH3:18][N:16]([CH3:17])[CH2:13][CH2:14][O:15][C:2]1[CH:7]=[CH:6][C:5]([N+:8]([O-:10])=[O:9])=[CH:4][N:3]=1. Given the reactants Cl[C:2]1[CH:7]=[CH:6][C:5]([N+:8]([O-:10])=[O:9])=[CH:4][N:3]=1.CN[CH:13]([NH:16][CH3:17])[CH2:14][OH:15].[C:18](=O)([O-])[O-].[K+].[K+].O, predict the reaction product. (2) Given the reactants [Br:1][C:2]1[CH:9]=[CH:8][CH:7]=[CH:6][C:3]=1[CH:4]=[O:5].[N+:10]([O-])([O-:12])=[O:11].[K+], predict the reaction product. The product is: [Br:1][C:2]1[CH:9]=[CH:8][C:7]([N+:10]([O-:12])=[O:11])=[CH:6][C:3]=1[CH:4]=[O:5]. (3) Given the reactants [O:1]=[C:2]1[N:6]([C:7]2[CH:8]=[CH:9][C:10]3[C:16](=[O:17])[CH2:15][CH2:14][CH2:13][CH2:12][C:11]=3[CH:18]=2)[CH2:5][C@H:4]([CH2:19][NH:20][C:21](=[O:23])[CH3:22])[O:3]1.[Li+].C[Si]([N-][Si](C)(C)C)(C)C.[C:34]1([C:40]2[S:41][CH:42]=[C:43]([C:45](Cl)=[O:46])[N:44]=2)[CH:39]=[CH:38][CH:37]=[CH:36][CH:35]=1, predict the reaction product. The product is: [O:1]=[C:2]1[N:6]([C:7]2[CH:8]=[CH:9][C:10]3[C:16](=[O:17])[CH:15]([C:45]([C:43]4[N:44]=[C:40]([C:34]5[CH:35]=[CH:36][CH:37]=[CH:38][CH:39]=5)[S:41][CH:42]=4)=[O:46])[CH2:14][CH2:13][CH2:12][C:11]=3[CH:18]=2)[CH2:5][C@H:4]([CH2:19][NH:20][C:21](=[O:23])[CH3:22])[O:3]1. (4) Given the reactants [CH2:1]([O:8][C:9]1[CH:18]=[C:17]2[C:12]([C:13](=O)[NH:14][CH:15]=[N:16]2)=[CH:11][C:10]=1[O:20][CH3:21])[C:2]1[CH:7]=[CH:6][CH:5]=[CH:4][CH:3]=1.S(Cl)([Cl:24])=O, predict the reaction product. The product is: [Cl:24][C:13]1[C:12]2[C:17](=[CH:18][C:9]([O:8][CH2:1][C:2]3[CH:7]=[CH:6][CH:5]=[CH:4][CH:3]=3)=[C:10]([O:20][CH3:21])[CH:11]=2)[N:16]=[CH:15][N:14]=1. (5) Given the reactants [Cl:1][C:2]1[CH:3]=[CH:4][C:5]([C:9]2[O:10][CH:11]=[CH:12][N:13]=2)=[C:6]([OH:8])[CH:7]=1.C(O)C.[O-]CC.[K+:20], predict the reaction product. The product is: [Cl:1][C:2]1[CH:3]=[CH:4][C:5]([C:9]2[O:10][CH:11]=[CH:12][N:13]=2)=[C:6]([O-:8])[CH:7]=1.[K+:20].